From a dataset of Full USPTO retrosynthesis dataset with 1.9M reactions from patents (1976-2016). Predict the reactants needed to synthesize the given product. (1) The reactants are: [C:1]1([C:3](=[CH:5][CH:6]=[CH:7][CH:8]=1)[OH:4])[OH:2].N1C=CC=CC=1.[S:15](Cl)(Cl)(=[O:17])=[O:16].[CH:20]([NH2:23])([CH3:22])[CH3:21].CCN(CC)CC. Given the product [OH:2][C:1]1[CH:8]=[CH:7][CH:6]=[CH:5][C:3]=1[O:4][S:15](=[O:17])(=[O:16])[NH:23][CH:20]([CH3:22])[CH3:21], predict the reactants needed to synthesize it. (2) Given the product [OH:51][C:48]1[CH:49]=[CH:50][C:45]([CH:37]([C:38]2[CH:43]=[CH:42][C:41]([OH:44])=[CH:40][CH:39]=2)[CH2:36][NH:35][C:16]2[N:15]=[C:14]([N:11]3[CH2:12][CH2:13][C@@H:9]([NH:8][C:59]([NH:58][CH:55]4[CH2:54][CH2:53][N:52]([C:66]5[CH:71]=[CH:70][CH:69]=[CH:68][N:67]=5)[CH2:57][CH2:56]4)=[O:60])[CH2:10]3)[N:22]=[C:21]3[C:17]=2[N:18]=[CH:19][N:20]3[C@@H:23]2[CH2:27][C@H:26]([NH:28][C:29](=[O:32])[CH2:30][CH3:31])[C@@H:25]([OH:33])[C@H:24]2[OH:34])=[CH:46][CH:47]=1, predict the reactants needed to synthesize it. The reactants are: FC(F)(F)C(O)=O.[NH2:8][C@@H:9]1[CH2:13][CH2:12][N:11]([C:14]2[N:22]=[C:21]3[C:17]([N:18]=[CH:19][N:20]3[C@@H:23]3[CH2:27][C@H:26]([NH:28][C:29](=[O:32])[CH2:30][CH3:31])[C@@H:25]([OH:33])[C@H:24]3[OH:34])=[C:16]([NH:35][CH2:36][CH:37]([C:45]3[CH:50]=[CH:49][C:48]([OH:51])=[CH:47][CH:46]=3)[C:38]3[CH:43]=[CH:42][C:41]([OH:44])=[CH:40][CH:39]=3)[N:15]=2)[CH2:10]1.[N:52]1([C:66]2[CH:71]=[CH:70][CH:69]=[CH:68][N:67]=2)[CH2:57][CH2:56][CH:55]([NH:58][C:59](N2C=CN=C2)=[O:60])[CH2:54][CH2:53]1. (3) Given the product [CH2:1]([O:8][C:9](=[O:29])[NH:10][CH2:11][C@H:12]1[CH2:17][CH2:16][C@H:15]([C:18]2[N:22]3[CH:23]=[CH:24][N:25]=[C:26]([Cl:27])[C:21]3=[CH:20][N:19]=2)[CH2:14][CH2:13]1)[C:2]1[CH:7]=[CH:6][CH:5]=[CH:4][CH:3]=1, predict the reactants needed to synthesize it. The reactants are: [CH2:1]([O:8][C:9](=[O:29])[NH:10][CH2:11][C@H:12]1[CH2:17][CH2:16][C@H:15]([C:18](=O)[NH:19][CH2:20][C:21]2[C:26]([Cl:27])=[N:25][CH:24]=[CH:23][N:22]=2)[CH2:14][CH2:13]1)[C:2]1[CH:7]=[CH:6][CH:5]=[CH:4][CH:3]=1.P(Cl)(Cl)(Cl)=O.CN(C)C=O. (4) Given the product [CH2:1]([N:8]1[C:25]([CH3:26])=[C:11]2[C:12](=[O:24])[N:13]([CH2:34][CH:35]([F:45])[CH2:36][NH:37][C:38](=[O:44])[O:39][C:40]([CH3:42])([CH3:41])[CH3:43])[C:14]3[CH:15]=[C:16]4[CH2:23][CH2:22][CH2:21][CH2:20][C:17]4=[CH:18][C:19]=3[C:10]2=[N:9]1)[C:2]1[CH:3]=[CH:4][CH:5]=[CH:6][CH:7]=1, predict the reactants needed to synthesize it. The reactants are: [CH2:1]([N:8]1[C:25]([CH3:26])=[C:11]2[C:12](=[O:24])[NH:13][C:14]3[CH:15]=[C:16]4[CH2:23][CH2:22][CH2:21][CH2:20][C:17]4=[CH:18][C:19]=3[C:10]2=[N:9]1)[C:2]1[CH:7]=[CH:6][CH:5]=[CH:4][CH:3]=1.C(=O)([O-])[O-].[Cs+].[Cs+].Br[CH2:34][CH:35]([F:45])[CH2:36][NH:37][C:38](=[O:44])[O:39][C:40]([CH3:43])([CH3:42])[CH3:41]. (5) Given the product [CH2:15]([O:14][C:12]([N:8]1[CH2:9][CH2:10][CH2:11][CH:6]([CH2:4][OH:3])[CH2:7]1)=[O:13])[C:16]1[CH:21]=[CH:20][CH:19]=[CH:18][CH:17]=1, predict the reactants needed to synthesize it. The reactants are: C([O:3][C:4]([C@@H:6]1[CH2:11][CH2:10][CH2:9][N:8]([C:12]([O:14][CH2:15][C:16]2[CH:21]=[CH:20][CH:19]=[CH:18][CH:17]=2)=[O:13])[CH2:7]1)=O)C.[H-].[Al+3].[Li+].[H-].[H-].[H-].O.[OH-].[Na+].